Regression. Given a peptide amino acid sequence and an MHC pseudo amino acid sequence, predict their binding affinity value. This is MHC class I binding data. From a dataset of Peptide-MHC class I binding affinity with 185,985 pairs from IEDB/IMGT. The peptide sequence is SFYVNRGFK. The MHC is HLA-A24:03 with pseudo-sequence HLA-A24:03. The binding affinity (normalized) is 0.0847.